Dataset: HIV replication inhibition screening data with 41,000+ compounds from the AIDS Antiviral Screen. Task: Binary Classification. Given a drug SMILES string, predict its activity (active/inactive) in a high-throughput screening assay against a specified biological target. (1) The molecule is Cc1cc(NC(=O)c2ccc(NC(=O)c3ccccc3)cc2)ccc1N=Nc1ccc(N=Nc2ccc3c(O)cc(S(=O)(=O)O)cc3c2)c2cc(S(=O)(=O)O)ccc12. The result is 1 (active). (2) The drug is CC(=O)OCC1OC(N2C(=O)C(Oc3ccccc3)C2C=Cc2ccccc2)C(OC(C)=O)C(OC(C)=O)C1OC(C)=O. The result is 0 (inactive). (3) The compound is CCOC(=O)c1cc(C(=O)c2ccccc2)n2nc(-c3ccc(Cl)cc3)ccc12. The result is 0 (inactive). (4) The drug is Cc1coc2c1C(O)C1(C)C(C)CCCC1C2. The result is 0 (inactive). (5) The compound is COc1ccc(-c2oc(C=NNC(N)=S)c([N+](=O)[O-])c2-c2ccc(OC)c(OC)c2)cc1OC. The result is 0 (inactive).